From a dataset of Forward reaction prediction with 1.9M reactions from USPTO patents (1976-2016). Predict the product of the given reaction. (1) Given the reactants [CH2:1]([NH:4][CH:5]1[CH2:13][CH2:12][C:8]2[N:9]=[CH:10][S:11][C:7]=2[CH2:6]1)[CH2:2][CH3:3].[CH2:14]1[C:22]2[C:17](=[CH:18][CH:19]=[CH:20][CH:21]=2)[CH2:16][CH:15]1[NH:23][C:24]([NH:26][CH2:27][CH2:28][CH2:29][CH:30]=O)=[O:25], predict the reaction product. The product is: [CH2:14]1[C:22]2[C:17](=[CH:18][CH:19]=[CH:20][CH:21]=2)[CH2:16][CH:15]1[NH:23][C:24]([NH:26][CH2:27][CH2:28][CH2:29][CH2:30][N:4]([CH2:1][CH2:2][CH3:3])[CH:5]1[CH2:13][CH2:12][C:8]2[N:9]=[CH:10][S:11][C:7]=2[CH2:6]1)=[O:25]. (2) Given the reactants [Cl:1][C:2]1[CH:3]=[C:4]([CH:8]2[C:13]([C:14]([O:16][CH2:17][C:18]3[CH:23]=[CH:22][CH:21]=[CH:20][CH:19]=3)=[O:15])=[C:12]([CH3:24])[NH:11][C:10]([O:25]C)=[N:9]2)[CH:5]=[CH:6][CH:7]=1.ClC(O[C:31]1[CH:36]=[CH:35][C:34]([N+]([O-])=O)=[CH:33][CH:32]=1)=O.[C:40](=[O:43])([O-])O.[Na+], predict the reaction product. The product is: [Cl:1][C:2]1[CH:3]=[C:4]([CH:8]2[C:13]([C:14]([O:16][CH2:17][C:18]3[CH:23]=[CH:22][CH:21]=[CH:20][CH:19]=3)=[O:15])=[C:12]([CH3:24])[NH:11][C:10](=[O:25])[N:9]2[C:40](=[O:43])[NH:11][CH2:12][CH2:13][CH:8]([C:31]2[CH:32]=[CH:33][CH:34]=[CH:35][CH:36]=2)[C:4]2[CH:5]=[CH:6][CH:7]=[CH:2][CH:3]=2)[CH:5]=[CH:6][CH:7]=1. (3) Given the reactants [OH:1][CH2:2][C@@H:3]1[C@@H:7]([C:8]2[CH:13]=[CH:12][CH:11]=[CH:10][CH:9]=2)[CH2:6][N:5]([CH2:14][C:15]2([P:20]([O:25][CH2:26][CH3:27])(=[O:24])[O:21][CH2:22][CH3:23])[CH2:19][CH2:18][CH2:17][CH2:16]2)[CH2:4]1.[Si](OC[C@@H]1[C@@H](C2C=CC=CC=2)CNC1)(C(C)(C)C)(C)C, predict the reaction product. The product is: [CH:2]([C@@H:3]1[C@@H:7]([C:8]2[CH:13]=[CH:12][CH:11]=[CH:10][CH:9]=2)[CH2:6][N:5]([CH2:14][C:15]2([P:20]([O:21][CH2:22][CH3:23])(=[O:24])[O:25][CH2:26][CH3:27])[CH2:19][CH2:18][CH2:17][CH2:16]2)[CH2:4]1)=[O:1]. (4) Given the reactants [C:1]([C:3]1[C:4]([N:17]2[CH2:22][CH2:21][CH:20]([C:23](O)=[O:24])[CH2:19][CH2:18]2)=[N:5][C:6]([CH:14]([F:16])[F:15])=[C:7]([C:9]([O:11][CH2:12][CH3:13])=[O:10])[CH:8]=1)#[N:2].[Cl:26][C:27]1[CH:32]=[CH:31][C:30]([CH2:33][S:34]([NH2:37])(=[O:36])=[O:35])=[CH:29][CH:28]=1, predict the reaction product. The product is: [Cl:26][C:27]1[CH:32]=[CH:31][C:30]([CH2:33][S:34]([NH:37][C:23]([CH:20]2[CH2:21][CH2:22][N:17]([C:4]3[C:3]([C:1]#[N:2])=[CH:8][C:7]([C:9]([O:11][CH2:12][CH3:13])=[O:10])=[C:6]([CH:14]([F:15])[F:16])[N:5]=3)[CH2:18][CH2:19]2)=[O:24])(=[O:35])=[O:36])=[CH:29][CH:28]=1. (5) Given the reactants [Br:1][C:2]1[CH:3]=[CH:4][C:5]([F:20])=[C:6]([C@@:8]([NH:13][S@@:14]([C:16]([CH3:19])([CH3:18])[CH3:17])=[O:15])([CH2:10][CH2:11][OH:12])[CH3:9])[CH:7]=1.CC(OI1(OC(C)=O)(OC(C)=O)OC(=O)C2C=CC=CC1=2)=O, predict the reaction product. The product is: [Br:1][C:2]1[CH:3]=[CH:4][C:5]([F:20])=[C:6]([C@@:8]([NH:13][S@@:14]([C:16]([CH3:19])([CH3:18])[CH3:17])=[O:15])([CH2:10][CH:11]=[O:12])[CH3:9])[CH:7]=1. (6) Given the reactants [CH2:1]([C:5]1[CH:10]=[C:9]([C:11]2[O:15][N:14]=[C:13]([C:16]3[CH:21]=[CH:20][C:19]([CH2:22][C:23]([OH:25])=O)=[CH:18][CH:17]=3)[N:12]=2)[CH:8]=[C:7]([CH3:26])[N:6]=1)[CH:2]([CH3:4])[CH3:3].[NH2:27][CH:28]([CH2:31][OH:32])[CH2:29][OH:30], predict the reaction product. The product is: [OH:30][CH2:29][CH:28]([NH:27][C:23](=[O:25])[CH2:22][C:19]1[CH:20]=[CH:21][C:16]([C:13]2[N:12]=[C:11]([C:9]3[CH:8]=[C:7]([CH3:26])[N:6]=[C:5]([CH2:1][CH:2]([CH3:3])[CH3:4])[CH:10]=3)[O:15][N:14]=2)=[CH:17][CH:18]=1)[CH2:31][OH:32].